Dataset: Peptide-MHC class I binding affinity with 185,985 pairs from IEDB/IMGT. Task: Regression. Given a peptide amino acid sequence and an MHC pseudo amino acid sequence, predict their binding affinity value. This is MHC class I binding data. (1) The peptide sequence is MVFQNYALY. The MHC is HLA-A02:12 with pseudo-sequence HLA-A02:12. The binding affinity (normalized) is 0.0847. (2) The peptide sequence is VTGPVGQLW. The MHC is HLA-B15:17 with pseudo-sequence HLA-B15:17. The binding affinity (normalized) is 1.00. (3) The peptide sequence is KLVDICDRIV. The MHC is HLA-A02:01 with pseudo-sequence HLA-A02:01. The binding affinity (normalized) is 0.681. (4) The peptide sequence is SRTPYHVNL. The MHC is Mamu-B08 with pseudo-sequence Mamu-B08. The binding affinity (normalized) is 0.750. (5) The peptide sequence is MIAGVLFTF. The MHC is HLA-B35:01 with pseudo-sequence HLA-B35:01. The binding affinity (normalized) is 0.856. (6) The peptide sequence is MSAIVSCRY. The MHC is HLA-B48:01 with pseudo-sequence HLA-B48:01. The binding affinity (normalized) is 0.0847.